From a dataset of Reaction yield outcomes from USPTO patents with 853,638 reactions. Predict the reaction yield, written as a fraction of the theoretical maximum amount of product (1.0 means a 100% yield; for example, 0.34 means a 34% yield). The reactants are CC(OI1(OC(C)=O)(OC(C)=O)OC(=O)C2C=CC=CC1=2)=O.[CH3:23][O:24][CH2:25][O:26][C:27]1[CH:28]=[N:29][CH:30]=[CH:31][C:32]=1[CH:33]([OH:35])[CH3:34].C([O-])(O)=O.[Na+].[O-]S([O-])(=S)=O.[Na+].[Na+]. The catalyst is C(Cl)(Cl)Cl. The product is [CH3:23][O:24][CH2:25][O:26][C:27]1[CH:28]=[N:29][CH:30]=[CH:31][C:32]=1[C:33](=[O:35])[CH3:34]. The yield is 0.860.